Task: Predict the reactants needed to synthesize the given product.. Dataset: Full USPTO retrosynthesis dataset with 1.9M reactions from patents (1976-2016) (1) Given the product [F:16][C:17]([F:25])([F:24])[C:18]1[C:23]([OH:27])=[CH:22][CH:21]=[CH:20][N:19]=1.[F:16][C:17]([F:25])([F:24])[C:18]1[C:32]([O:31][CH2:34][C:33]([OH:36])=[O:35])=[CH:22][CH:21]=[CH:20][N:19]=1, predict the reactants needed to synthesize it. The reactants are: [Li]CCCC.CC1(C)CCCC(C)(C)N1.[F:16][C:17]([F:25])([F:24])[C:18]1[CH:23]=[CH:22][CH:21]=[CH:20][N:19]=1.C[O:27]B([O:31][CH3:32])OC.[C:33]([O:36]O)(=[O:35])[CH3:34]. (2) Given the product [OH:10][C:7]1[C:8]([CH:16]=[O:19])=[CH:9][C:3]2[O:2][CH2:1][O:5][C:4]=2[CH:6]=1, predict the reactants needed to synthesize it. The reactants are: [CH2:1]1[O:5][C:4]2[CH:6]=[C:7]([OH:10])[CH:8]=[CH:9][C:3]=2[O:2]1.Cl[Sn](Cl)(Cl)Cl.[CH:16]([O:19]C)(Cl)Cl. (3) Given the product [NH2:14][C:13]1[N:12]=[CH:11][N:10]=[C:9]2[N:5]([CH:3]3[CH2:2][N:1]([C:34](=[O:35])[CH2:33][CH2:32][N:31]([CH2:37][CH3:38])[CH2:29][CH3:30])[CH2:4]3)[N:6]=[C:7]([C:15]3[CH:16]=[CH:17][C:18]([O:21][C:22]4[CH:27]=[CH:26][CH:25]=[CH:24][CH:23]=4)=[CH:19][CH:20]=3)[C:8]=12, predict the reactants needed to synthesize it. The reactants are: [NH:1]1[CH2:4][CH:3]([N:5]2[C:9]3=[N:10][CH:11]=[N:12][C:13]([NH2:14])=[C:8]3[C:7]([C:15]3[CH:20]=[CH:19][C:18]([O:21][C:22]4[CH:27]=[CH:26][CH:25]=[CH:24][CH:23]=4)=[CH:17][CH:16]=3)=[N:6]2)[CH2:2]1.Cl.[CH2:29]([N:31]([CH2:37][CH3:38])[CH2:32][CH2:33][C:34](O)=[O:35])[CH3:30].Cl.CN(C)CCCN=C=NCC.ON1C2N=CC=CC=2N=N1. (4) Given the product [Cl:2][C:3]1[N:4]=[C:5]([N:12]2[CH2:17][CH2:16][O:15][CH2:14][C@@H:13]2[CH3:18])[C:6]2[CH2:11][N:10]([CH3:19])[CH2:9][C:7]=2[N:8]=1, predict the reactants needed to synthesize it. The reactants are: Cl.[Cl:2][C:3]1[N:4]=[C:5]([N:12]2[CH2:17][CH2:16][O:15][CH2:14][C@@H:13]2[CH3:18])[C:6]2[CH2:11][NH:10][CH2:9][C:7]=2[N:8]=1.[CH2:19]=O.